This data is from Forward reaction prediction with 1.9M reactions from USPTO patents (1976-2016). The task is: Predict the product of the given reaction. (1) The product is: [CH2:7]([CH:6]1[CH2:10][NH:11][C:4](=[O:3])[CH2:5]1)[CH2:8][CH3:9]. Given the reactants C([O:3][C:4](=O)[CH2:5][CH:6]([CH2:10][N+:11]([O-])=O)[CH2:7][CH2:8][CH3:9])C.[H][H], predict the reaction product. (2) Given the reactants C(OC([C:6]1[C:10]([C:11]2[CH:16]=[CH:15][CH:14]=[CH:13][CH:12]=2)=[CH:9][S:8][C:7]=1[NH2:17])=O)C.C(O)C, predict the reaction product. The product is: [C:11]1([C:10]2[CH:6]=[C:7]([NH2:17])[S:8][CH:9]=2)[CH:12]=[CH:13][CH:14]=[CH:15][CH:16]=1. (3) Given the reactants [N:1]1[C:5]2[CH:6]=[CH:7][CH:8]=[CH:9][C:4]=2[NH:3][C:2]=1[CH2:10][CH2:11][C:12]([OH:14])=[O:13].[C:15](=O)([O-])[O-].[Cs+].[Cs+].IC.[OH-].[K+].Cl, predict the reaction product. The product is: [CH3:15][N:1]1[C:5]2[CH:6]=[CH:7][CH:8]=[CH:9][C:4]=2[N:3]=[C:2]1[CH2:10][CH2:11][C:12]([OH:14])=[O:13]. (4) Given the reactants [Cl:1][C:2]1[CH:7]=[C:6]([NH:8][C:9]2[C:18]3[C:13](=[CH:14][CH:15]=[CH:16][C:17]=3[O:19][CH2:20][CH2:21][NH:22][CH3:23])[N:12]=[CH:11][N:10]=2)[CH:5]=[CH:4][C:3]=1[OH:24].[C:25]([OH:29])(=O)[CH2:26][OH:27], predict the reaction product. The product is: [Cl:1][C:2]1[CH:7]=[C:6]([CH:5]=[CH:4][C:3]=1[OH:24])[NH:8][C:9]1[C:18]2[C:13](=[CH:14][CH:15]=[CH:16][C:17]=2[O:19][CH2:20][CH2:21][N:22]([CH3:23])[C:25](=[O:29])[CH2:26][OH:27])[N:12]=[CH:11][N:10]=1. (5) Given the reactants [Cl:1][C:2]1[CH:3]=[C:4]([C@H:8]2[CH2:13][CH2:12][C:11](=[O:14])[N:10]([C@@H:15]([CH2:23][CH3:24])[C:16]([O:18][C:19]([CH3:22])([CH3:21])[CH3:20])=[O:17])[C@@H:9]2[C:25]2[CH:30]=[CH:29][C:28]([Cl:31])=[CH:27][CH:26]=2)[CH:5]=[CH:6][CH:7]=1.IC.[CH3:34][Si]([N-][Si](C)(C)C)(C)C.[Li+], predict the reaction product. The product is: [Cl:1][C:2]1[CH:3]=[C:4]([C@H:8]2[CH2:13][CH:12]([CH3:34])[C:11](=[O:14])[N:10]([C@@H:15]([CH2:23][CH3:24])[C:16]([O:18][C:19]([CH3:22])([CH3:21])[CH3:20])=[O:17])[C@@H:9]2[C:25]2[CH:26]=[CH:27][C:28]([Cl:31])=[CH:29][CH:30]=2)[CH:5]=[CH:6][CH:7]=1.